From a dataset of Forward reaction prediction with 1.9M reactions from USPTO patents (1976-2016). Predict the product of the given reaction. (1) The product is: [NH2:1][CH2:4][C:5]1[CH:20]=[CH:19][C:8]([CH2:9][C:10]2[CH:15]=[CH:14][C:13]([N+:16]([O-:18])=[O:17])=[CH:12][CH:11]=2)=[CH:7][CH:6]=1. Given the reactants [N:1]([CH2:4][C:5]1[CH:20]=[CH:19][C:8]([CH2:9][C:10]2[CH:15]=[CH:14][C:13]([N+:16]([O-:18])=[O:17])=[CH:12][CH:11]=2)=[CH:7][CH:6]=1)=[N+]=[N-].O.C1(P(C2C=CC=CC=2)C2C=CC=CC=2)C=CC=CC=1, predict the reaction product. (2) The product is: [Cl:1][C:2]1[CH:7]=[CH:6][C:5]([O:8][CH2:24][C:25]2[CH:30]=[CH:29][CH:28]=[C:27]([S:31]([CH3:34])(=[O:33])=[O:32])[CH:26]=2)=[CH:4][C:3]=1[C:9]1[C:18]2[C:13](=[C:14]([C:19]([F:20])([F:22])[F:21])[CH:15]=[CH:16][CH:17]=2)[N:12]=[CH:11][N:10]=1. Given the reactants [Cl:1][C:2]1[CH:7]=[CH:6][C:5]([OH:8])=[CH:4][C:3]=1[C:9]1[C:18]2[C:13](=[C:14]([C:19]([F:22])([F:21])[F:20])[CH:15]=[CH:16][CH:17]=2)[N:12]=[CH:11][N:10]=1.Br[CH2:24][C:25]1[CH:30]=[CH:29][CH:28]=[C:27]([S:31]([CH3:34])(=[O:33])=[O:32])[CH:26]=1, predict the reaction product. (3) Given the reactants [Cl:1][C:2]1[CH:3]=[CH:4][C:5]([CH2:8][O:9][C:10]2[CH:15]=[CH:14][NH:13][C:12](=[O:16])[CH:11]=2)=[N:6][CH:7]=1.Br[C:18]1[CH:19]=[CH:20][C:21]([N:24]2[CH2:28][CH2:27][C@@H:26]([NH:29][CH2:30][CH3:31])[CH2:25]2)=[N:22][CH:23]=1.CN[C@H]1CCCC[C@@H]1NC.C(=O)([O-])[O-].[K+].[K+].[Cl-].[K+], predict the reaction product. The product is: [Cl:1][C:2]1[CH:3]=[CH:4][C:5]([CH2:8][O:9][C:10]2[CH:15]=[CH:14][N:13]([C:18]3[CH:23]=[N:22][C:21]([N:24]4[CH2:28][CH2:27][C@@H:26]([NH:29][CH2:30][CH3:31])[CH2:25]4)=[CH:20][CH:19]=3)[C:12](=[O:16])[CH:11]=2)=[N:6][CH:7]=1. (4) Given the reactants [Cl:1][C:2]1[CH:3]=[C:4]([C:7]([C:10]#[C:11][C:12]2[CH:17]=[CH:16][CH:15]=[CH:14][C:13]=2[Cl:18])=[CH:8][N:9]=1)[CH:5]=O.C([O-])(=O)C.[Na+].Cl.[NH2:25][OH:26], predict the reaction product. The product is: [Cl:1][C:2]1[CH:3]=[C:4]([C:7]([C:10]#[C:11][C:12]2[CH:17]=[CH:16][CH:15]=[CH:14][C:13]=2[Cl:18])=[CH:8][N:9]=1)[CH:5]=[N:25][OH:26].